This data is from Full USPTO retrosynthesis dataset with 1.9M reactions from patents (1976-2016). The task is: Predict the reactants needed to synthesize the given product. (1) Given the product [CH3:1][C:2]1[C:6]([C:7]([O:9][CH3:10])=[O:8])=[CH:5][N:4]([C:17]2[CH:18]=[CH:19][CH:14]=[CH:26][CH:20]=2)[N:3]=1, predict the reactants needed to synthesize it. The reactants are: [CH3:1][C:2]1[C:6]([C:7]([O:9][CH3:10])=[O:8])=[CH:5][NH:4][N:3]=1.[H-].[Na+].Cl[C:14]1[CH:19]=[CH:18][C:17]([C:20](F)(F)F)=CN=1.[Cl-].[NH4+].[CH3:26]N(C)C=O. (2) Given the product [Br:23][C:24]1[S:28][C:27]([S:29]([NH:1][C:2]2[C:10]3[C:5](=[CH:6][CH:7]=[CH:8][C:9]=3[O:11][CH3:12])[N:4]([CH2:13][C:14]3[CH:15]=[C:16]([CH:20]=[CH:21][CH:22]=3)[C:17]([NH2:19])=[O:18])[N:3]=2)(=[O:31])=[O:30])=[CH:26][CH:25]=1, predict the reactants needed to synthesize it. The reactants are: [NH2:1][C:2]1[C:10]2[C:5](=[CH:6][CH:7]=[CH:8][C:9]=2[O:11][CH3:12])[N:4]([CH2:13][C:14]2[CH:15]=[C:16]([CH:20]=[CH:21][CH:22]=2)[C:17]([NH2:19])=[O:18])[N:3]=1.[Br:23][C:24]1[S:28][C:27]([S:29](Cl)(=[O:31])=[O:30])=[CH:26][CH:25]=1.CS(C)=O. (3) Given the product [CH:1]1([N:4]([CH2:18][C:19]2[O:23][CH:22]=[C:21]([C:24]([N:75]([CH2:74][C:71]3[CH:70]=[CH:69][C:68]([CH2:67][N:64]4[CH2:65][CH2:66][CH:62]([N:61]([CH3:60])[CH3:77])[CH2:63]4)=[CH:73][CH:72]=3)[CH3:76])=[O:26])[CH:20]=2)[S:5]([C:8]2[C:13]([CH3:14])=[CH:12][C:11]([O:15][CH3:16])=[CH:10][C:9]=2[CH3:17])(=[O:7])=[O:6])[CH2:2][CH2:3]1, predict the reactants needed to synthesize it. The reactants are: [CH:1]1([N:4]([CH2:18][C:19]2[O:23][CH:22]=[C:21]([C:24]([OH:26])=O)[CH:20]=2)[S:5]([C:8]2[C:13]([CH3:14])=[CH:12][C:11]([O:15][CH3:16])=[CH:10][C:9]=2[CH3:17])(=[O:7])=[O:6])[CH2:3][CH2:2]1.CCN=C=NCCCN(C)C.C1C=CC2N(O)N=NC=2C=1.CCN(C(C)C)C(C)C.Cl.Cl.Cl.[CH3:60][N:61]([CH3:77])[CH:62]1[CH2:66][CH2:65][N:64]([CH2:67][C:68]2[CH:73]=[CH:72][C:71]([CH2:74][NH:75][CH3:76])=[CH:70][CH:69]=2)[CH2:63]1. (4) Given the product [CH3:36][C:35]([CH3:38])([CH3:37])[CH2:34][O:33][C:31]([N:22]1[CH:23]=[CH:24][C:20]([C:17]2[CH:18]=[C:19]3[C:14](=[CH:15][CH:16]=2)[N:13]([CH3:25])[C:12]2[N:26]([CH3:29])[C:27](=[O:28])[C:9]([C:3]4[CH:4]=[CH:5][C:6]([Cl:8])=[CH:7][C:2]=4[Cl:1])=[CH:10][C:11]3=2)=[N:21]1)=[O:32], predict the reactants needed to synthesize it. The reactants are: [Cl:1][C:2]1[CH:7]=[C:6]([Cl:8])[CH:5]=[CH:4][C:3]=1[C:9]1[C:27](=[O:28])[N:26]([CH3:29])[C:12]2[N:13]([CH3:25])[C:14]3[C:19]([C:11]=2[CH:10]=1)=[CH:18][C:17]([C:20]1[NH:21][N:22]=[CH:23][CH:24]=1)=[CH:16][CH:15]=3.Cl[C:31]([O:33][CH2:34][C:35]([CH3:38])([CH3:37])[CH3:36])=[O:32]. (5) Given the product [Cl:42][C:43]1[C:48]([C:49]([F:51])([F:52])[F:50])=[CH:47][CH:46]=[CH:45][C:44]=1[CH2:53][NH:54][C:8](=[O:10])[CH2:7][C:6]1[N:2]([CH3:1])[N:3]=[CH:4][CH:5]=1, predict the reactants needed to synthesize it. The reactants are: [CH3:1][N:2]1[C:6]([CH2:7][C:8]([OH:10])=O)=[CH:5][CH:4]=[N:3]1.O.ON1C2C=CC=CC=2N=N1.Cl.C(N=C=NCCCN(C)C)C.C(N1CCOCC1)C.[Cl:42][C:43]1[C:48]([C:49]([F:52])([F:51])[F:50])=[CH:47][CH:46]=[CH:45][C:44]=1[CH2:53][NH2:54].